Dataset: Forward reaction prediction with 1.9M reactions from USPTO patents (1976-2016). Task: Predict the product of the given reaction. (1) Given the reactants [CH:1]1([N:6]2[C:14]3[C:9](=[CH:10][CH:11]=[CH:12][C:13]=3[C:15]([F:18])([F:17])[F:16])[C:8]([C:19]3[CH:24]=[CH:23][C:22]([O:25]C)=[CH:21][C:20]=3[O:27]C)=[N:7]2)[CH2:5][CH2:4][CH2:3][CH2:2]1.B(Br)(Br)Br.C1CCCCC=1, predict the reaction product. The product is: [CH:1]1([N:6]2[C:14]3[C:9](=[CH:10][CH:11]=[CH:12][C:13]=3[C:15]([F:18])([F:16])[F:17])[C:8]([C:19]3[CH:24]=[CH:23][C:22]([OH:25])=[CH:21][C:20]=3[OH:27])=[N:7]2)[CH2:5][CH2:4][CH2:3][CH2:2]1. (2) The product is: [CH3:17][N:13]([CH:10]1[CH2:11][CH2:12][N:8]([C:5]2[CH:4]=[CH:3][C:2]([NH:1][C:18]([NH:25][C:29]3[CH:28]=[CH:42][C:37]([O:36][C:32]4[CH:31]=[N:30][CH:35]=[CH:34][CH:33]=4)=[CH:38][CH:39]=3)=[O:19])=[CH:7][CH:6]=2)[CH2:9]1)[C:14](=[O:16])[CH3:15]. Given the reactants [NH2:1][C:2]1[CH:7]=[CH:6][C:5]([N:8]2[CH2:12][CH2:11][CH:10]([N:13]([CH3:17])[C:14](=[O:16])[CH3:15])[CH2:9]2)=[CH:4][CH:3]=1.[C:18]([N:25]1[CH:29]=[CH:28]N=C1)(N1C=CN=C1)=[O:19].[N:30]1[CH:35]=[CH:34][CH:33]=[C:32]([O:36][C:37]2[CH:42]=CC(N)=[CH:39][CH:38]=2)[CH:31]=1, predict the reaction product. (3) Given the reactants [CH3:1][N:2]([S:21]([C:24]1[S:25][CH:26]=[CH:27][CH:28]=1)(=[O:23])=[O:22])[C:3]1[CH:4]=[CH:5][CH:6]=[C:7]2[C:11]=1[NH:10][C:9]([C:12]1[S:13][CH:14]([CH2:17][C:18](O)=[O:19])[CH2:15][N:16]=1)=[CH:8]2.N1(O)C2C=CC=CC=2N=N1.Cl.[CH3:40][N:41](C)[CH2:42]CCN=C=NCC.CNC, predict the reaction product. The product is: [CH3:40][N:41]([CH3:42])[C:18](=[O:19])[CH2:17][CH:14]1[S:13][C:12]([C:9]2[NH:10][C:11]3[C:7]([CH:8]=2)=[CH:6][CH:5]=[CH:4][C:3]=3[N:2]([CH3:1])[S:21]([C:24]2[S:25][CH:26]=[CH:27][CH:28]=2)(=[O:23])=[O:22])=[N:16][CH2:15]1.